From a dataset of Forward reaction prediction with 1.9M reactions from USPTO patents (1976-2016). Predict the product of the given reaction. (1) Given the reactants C([O:3][C:4]([C:6]1[CH:7]=[C:8]2[C:13](=[CH:14][CH:15]=1)[NH:12][CH:11]([C:16]1[CH:21]=[CH:20][CH:19]=[C:18]([C:22]([F:25])([F:24])[F:23])[CH:17]=1)[CH2:10][C:9]2([CH3:27])[CH3:26])=[O:5])C.O.[OH-].[Li+].O.Cl, predict the reaction product. The product is: [CH3:26][C:9]1([CH3:27])[C:8]2[C:13](=[CH:14][CH:15]=[C:6]([C:4]([OH:5])=[O:3])[CH:7]=2)[NH:12][CH:11]([C:16]2[CH:21]=[CH:20][CH:19]=[C:18]([C:22]([F:25])([F:23])[F:24])[CH:17]=2)[CH2:10]1. (2) Given the reactants Cl.[F:2][C:3]([F:30])([F:29])[C:4]1[CH:5]=[C:6]([C@H:14]([O:16][C@H:17]2[CH2:22][CH2:21][NH:20][CH2:19][C@H:18]2[C:23]2[CH:28]=[CH:27][CH:26]=[CH:25][CH:24]=2)[CH3:15])[CH:7]=[C:8]([C:10]([F:13])([F:12])[F:11])[CH:9]=1.[C:31]([NH:34][CH2:35][C:36](O)=[O:37])(=[O:33])[CH3:32].CCN=C=NCCCN(C)C.Cl.C1C=CC2N(O)N=NC=2C=1.CCN(C(C)C)C(C)C, predict the reaction product. The product is: [F:12][C:10]([F:13])([F:11])[C:8]1[CH:7]=[C:6]([C@H:14]([O:16][C@H:17]2[CH2:22][CH2:21][N:20]([C:36](=[O:37])[CH2:35][NH:34][C:31](=[O:33])[CH3:32])[CH2:19][C@H:18]2[C:23]2[CH:28]=[CH:27][CH:26]=[CH:25][CH:24]=2)[CH3:15])[CH:5]=[C:4]([C:3]([F:29])([F:2])[F:30])[CH:9]=1. (3) Given the reactants [Cl:1][CH2:2][CH2:3][O:4][C:5]1[CH:23]=[CH:22][C:8]2[N:9]3[CH:14]=[C:13]([C:15]4[CH:20]=[CH:19][C:18]([NH2:21])=[CH:17][CH:16]=4)[N:12]=[C:10]3[S:11][C:7]=2[CH:6]=1.[C:24]([C:28]1[O:32][N:31]=[C:30]([NH:33][C:34](=O)[O:35]C2C=CC=CC=2)[CH:29]=1)([CH3:27])([CH3:26])[CH3:25], predict the reaction product. The product is: [C:24]([C:28]1[O:32][N:31]=[C:30]([NH:33][C:34]([NH:21][C:18]2[CH:19]=[CH:20][C:15]([C:13]3[N:12]=[C:10]4[N:9]([CH:14]=3)[C:8]3[CH:22]=[CH:23][C:5]([O:4][CH2:3][CH2:2][Cl:1])=[CH:6][C:7]=3[S:11]4)=[CH:16][CH:17]=2)=[O:35])[CH:29]=1)([CH3:27])([CH3:25])[CH3:26]. (4) Given the reactants [Si]([O:8][C@@H:9]1[C@@:26]2([CH3:27])[C:13](=[CH:14][CH:15]=[C:16]3[C@@H:25]2[CH2:24][CH2:23][C@@:21]2([CH3:22])[C@H:17]3[CH2:18][CH:19]=[C:20]2[CH2:28][O:29][CH2:30][CH2:31][C:32]([OH:35])([CH3:34])[CH3:33])[CH2:12][C@@H:11]([O:36][Si](C(C)(C)C)(C)C)[CH2:10]1)(C(C)(C)C)(C)C.O1CCCC1.[F-].C([N+](CCCC)(CCCC)CCCC)CCC, predict the reaction product. The product is: [OH:8][C@@H:9]1[C@@:26]2([CH3:27])[C:13](=[CH:14][CH:15]=[C:16]3[C@@H:25]2[CH2:24][CH2:23][C@@:21]2([CH3:22])[C@H:17]3[CH2:18][CH:19]=[C:20]2[CH2:28][O:29][CH2:30][CH2:31][C:32]([OH:35])([CH3:34])[CH3:33])[CH2:12][C@@H:11]([OH:36])[CH2:10]1. (5) Given the reactants [CH3:1][C:2]1[C:11]([NH:12][C@@H:13]2[CH2:18][CH2:17][CH2:16][NH:15][CH2:14]2)=[N:10][C:9]2[C:4](=[CH:5][CH:6]=[CH:7][C:8]=2[C:19]2[NH:27][C:26]3[CH2:25][CH2:24][NH:23][C:22](=[O:28])[C:21]=3[CH:20]=2)[N:3]=1.[CH3:29][C:30](OC(C)=O)=[O:31].C(Cl)Cl.C([O-])(O)=O.[Na+], predict the reaction product. The product is: [C:30]([N:15]1[CH2:16][CH2:17][CH2:18][C@@H:13]([NH:12][C:11]2[C:2]([CH3:1])=[N:3][C:4]3[C:9]([N:10]=2)=[C:8]([C:19]2[NH:27][C:26]4[CH2:25][CH2:24][NH:23][C:22](=[O:28])[C:21]=4[CH:20]=2)[CH:7]=[CH:6][CH:5]=3)[CH2:14]1)(=[O:31])[CH3:29]. (6) The product is: [CH3:34][S:35]([O:18][CH2:17][C@@H:16]([NH:19][C:20]([O:21][C:22]([CH3:25])([CH3:24])[CH3:23])=[O:26])[CH2:15][CH:12]1[CH2:11][CH2:10][CH:9]([O:8][Si:1]([C:4]([CH3:6])([CH3:7])[CH3:5])([CH3:3])[CH3:2])[CH2:14][CH2:13]1)(=[O:37])=[O:36]. Given the reactants [Si:1]([O:8][CH:9]1[CH2:14][CH2:13][CH:12]([CH2:15][C@H:16]([NH:19][C:20](=[O:26])[O:21][C:22]([CH3:25])([CH3:24])[CH3:23])[CH2:17][OH:18])[CH2:11][CH2:10]1)([C:4]([CH3:7])([CH3:6])[CH3:5])([CH3:3])[CH3:2].CCN(CC)CC.[CH3:34][S:35](Cl)(=[O:37])=[O:36].O, predict the reaction product.